Dataset: Forward reaction prediction with 1.9M reactions from USPTO patents (1976-2016). Task: Predict the product of the given reaction. (1) Given the reactants [C:1]([O:5][C:6](=[O:29])[CH2:7][C@@H:8]([CH2:17]OS(C1C=CC(C)=CC=1)(=O)=O)[CH2:9][C@H:10]([CH3:16])[CH2:11][CH2:12][CH2:13][CH2:14][CH3:15])([CH3:4])([CH3:3])[CH3:2].[N-:30]=[N+:31]=[N-:32].[Na+].CS(C)=O, predict the reaction product. The product is: [C:1]([O:5][C:6](=[O:29])[CH2:7][C@@H:8]([CH2:17][N:30]=[N+:31]=[N-:32])[CH2:9][C@H:10]([CH3:16])[CH2:11][CH2:12][CH2:13][CH2:14][CH3:15])([CH3:4])([CH3:3])[CH3:2]. (2) Given the reactants [C:1](Cl)(=[O:3])[CH3:2].[O:5]1[CH2:9][CH2:8][O:7][CH:6]1[C:10]1[CH:11]=[C:12]([NH2:16])[CH:13]=[CH:14][CH:15]=1.N1C=CC=CC=1, predict the reaction product. The product is: [O:5]1[CH2:9][CH2:8][O:7][CH:6]1[C:10]1[CH:11]=[C:12]([NH:16][C:1](=[O:3])[CH3:2])[CH:13]=[CH:14][CH:15]=1. (3) The product is: [C:32]([O:31][C:30](=[O:36])[NH:29][C@@H:24]1[C@H:23]([NH:22][C:18]2[N:19]=[CH:20][C:15]3[S:14][CH:13]=[C:12]([C:10](=[O:11])[NH:9][C:4]4[CH:3]=[C:2]([CH3:1])[CH:7]=[C:6]([CH3:8])[N:5]=4)[C:16]=3[N:17]=2)[CH2:28][CH2:27][O:26][CH2:25]1)([CH3:35])([CH3:33])[CH3:34]. Given the reactants [CH3:1][C:2]1[CH:7]=[C:6]([CH3:8])[N:5]=[C:4]([NH:9][C:10]([C:12]2[C:16]3[N:17]=[C:18](Cl)[N:19]=[CH:20][C:15]=3[S:14][CH:13]=2)=[O:11])[CH:3]=1.[NH2:22][C@@H:23]1[CH2:28][CH2:27][O:26][CH2:25][C@@H:24]1[NH:29][C:30](=[O:36])[O:31][C:32]([CH3:35])([CH3:34])[CH3:33].C(N(C(C)C)CC)(C)C, predict the reaction product.